This data is from Full USPTO retrosynthesis dataset with 1.9M reactions from patents (1976-2016). The task is: Predict the reactants needed to synthesize the given product. (1) Given the product [O:19]=[C:11]1[CH:10]=[C:9]([CH2:8][N:1]([C:2]2[CH:3]=[CH:4][CH:5]=[CH:6][CH:7]=2)[C:20](=[O:24])[CH:21]([CH3:23])[CH3:22])[C:18]2[C:13](=[CH:14][CH:15]=[CH:16][CH:17]=2)[NH:12]1, predict the reactants needed to synthesize it. The reactants are: [NH:1]([CH2:8][C:9]1[C:18]2[C:13](=[CH:14][CH:15]=[CH:16][CH:17]=2)[NH:12][C:11](=[O:19])[CH:10]=1)[C:2]1[CH:7]=[CH:6][CH:5]=[CH:4][CH:3]=1.[C:20](Cl)(=[O:24])[CH:21]([CH3:23])[CH3:22]. (2) The reactants are: COC(=O)[CH:4]([C:16]#[N:17])[C:5]1([CH3:15])[C:14]2[C:9](=[CH:10][CH:11]=[CH:12][CH:13]=2)[O:8][CH2:7][CH2:6]1.[Cl-].[Na+]. Given the product [CH3:15][C:5]1([CH2:4][C:16]#[N:17])[C:14]2[C:9](=[CH:10][CH:11]=[CH:12][CH:13]=2)[O:8][CH2:7][CH2:6]1, predict the reactants needed to synthesize it.